From a dataset of Catalyst prediction with 721,799 reactions and 888 catalyst types from USPTO. Predict which catalyst facilitates the given reaction. Reactant: O.O.[Sn](Cl)Cl.[CH2:6]([N:9]1[CH2:14][CH2:13][N:12]([C:15]2[N:20]=[CH:19][C:18]([N+:21]([O-])=O)=[CH:17][N:16]=2)[CH2:11][CH2:10]1)[CH:7]=[CH2:8]. Product: [CH2:6]([N:9]1[CH2:10][CH2:11][N:12]([C:15]2[N:20]=[CH:19][C:18]([NH2:21])=[CH:17][N:16]=2)[CH2:13][CH2:14]1)[CH:7]=[CH2:8]. The catalyst class is: 5.